Predict the reactants needed to synthesize the given product. From a dataset of Full USPTO retrosynthesis dataset with 1.9M reactions from patents (1976-2016). (1) Given the product [Cl:31][C:32]1[CH:33]=[C:34]([NH:35][C:29]([NH:28][C:26](=[O:27])[CH2:25][CH2:24][O:23][CH2:21][CH3:22])=[S:30])[CH:36]=[CH:37][C:38]=1[O:39][C:40]1[C:49]2[C:44](=[CH:45][C:46]([O:52][CH3:53])=[C:47]([O:50][CH3:51])[CH:48]=2)[N:43]=[CH:42][CH:41]=1, predict the reactants needed to synthesize it. The reactants are: S(Cl)(Cl)=O.C(OCCC(O)=O)C.C(OCCC(Cl)=O)C.[CH2:21]([O:23][CH2:24][CH2:25][C:26]([N:28]=[C:29]=[S:30])=[O:27])[CH3:22].[Cl:31][C:32]1[CH:33]=[C:34]([CH:36]=[CH:37][C:38]=1[O:39][C:40]1[C:49]2[C:44](=[CH:45][C:46]([O:52][CH3:53])=[C:47]([O:50][CH3:51])[CH:48]=2)[N:43]=[CH:42][CH:41]=1)[NH2:35]. (2) Given the product [I:30][C:3]1[C:4]2[C:9](=[CH:8][CH:7]=[CH:6][CH:5]=2)[NH:1][C:2]=1[C:10]1[C:11](=[O:22])[NH:12][N:13]=[C:14]([C:16]2[CH:21]=[CH:20][N:19]=[CH:18][CH:17]=2)[CH:15]=1, predict the reactants needed to synthesize it. The reactants are: [NH:1]1[C:9]2[C:4](=[CH:5][CH:6]=[CH:7][CH:8]=2)[CH:3]=[C:2]1[C:10]1[C:11](=[O:22])[NH:12][N:13]=[C:14]([C:16]2[CH:21]=[CH:20][N:19]=[CH:18][CH:17]=2)[CH:15]=1.C1C(=O)N([I:30])C(=O)C1. (3) Given the product [C:2]1([C:23]2[CH:28]=[CH:27][CH:26]=[CH:25][CH:24]=2)[CH:7]=[CH:6][CH:5]=[C:4]([C:8]([NH:11][C:12](=[O:22])[O:13][CH:14]2[CH:19]3[CH2:20][CH2:21][N:16]([CH2:17][CH2:18]3)[CH2:15]2)([CH3:10])[CH3:9])[CH:3]=1, predict the reactants needed to synthesize it. The reactants are: Br[C:2]1[CH:3]=[C:4]([C:8]([NH:11][C:12](=[O:22])[O:13][CH:14]2[CH:19]3[CH2:20][CH2:21][N:16]([CH2:17][CH2:18]3)[CH2:15]2)([CH3:10])[CH3:9])[CH:5]=[CH:6][CH:7]=1.[C:23]1(B(O)O)[CH:28]=[CH:27][CH:26]=[CH:25][CH:24]=1. (4) Given the product [NH2:1][C:2]1[N:3]=[C:4]([O:30][CH2:31][CH:32]2[CH2:34][CH2:33]2)[C:5]2[S:10][C:9](=[O:11])[N:8]([C@@H:12]3[O:24][C@H:23]([CH2:25][OH:26])[C@@H:18]([OH:19])[C@H:13]3[OH:14])[C:6]=2[N:7]=1, predict the reactants needed to synthesize it. The reactants are: [NH2:1][C:2]1[N:3]=[C:4]([O:30][CH2:31][CH:32]2[CH2:34][CH2:33]2)[C:5]2[S:10][C:9](=[O:11])[N:8]([C@@H:12]3[O:24][C@H:23]([CH2:25][O:26]C(=O)C)[C@@H:18]([O:19]C(=O)C)[C@H:13]3[O:14]C(=O)C)[C:6]=2[N:7]=1.C([O-])([O-])=O.[K+].[K+]. (5) Given the product [CH3:19][O:20][C:21]([C:23]1[C:27]([NH:28][C:4](=[O:5])[C:3]2[C:2]([Cl:1])=[CH:10][CH:9]=[CH:8][C:7]=2[Cl:11])=[CH:26][S:25][N:24]=1)=[O:22], predict the reactants needed to synthesize it. The reactants are: [Cl:1][C:2]1[CH:10]=[CH:9][CH:8]=[C:7]([Cl:11])[C:3]=1[C:4](Cl)=[O:5].C(N(CC)CC)C.[CH3:19][O:20][C:21]([C:23]1[C:27]([NH2:28])=[CH:26][S:25][N:24]=1)=[O:22]. (6) Given the product [F:2][C:3]1([F:8])[CH2:6][CH:5]([NH:7][S:13]([CH3:12])(=[O:15])=[O:14])[CH2:4]1, predict the reactants needed to synthesize it. The reactants are: Cl.[F:2][C:3]1([F:8])[CH2:6][CH:5]([NH2:7])[CH2:4]1.C(Cl)Cl.[CH3:12][S:13](Cl)(=[O:15])=[O:14]. (7) Given the product [ClH:19].[CH3:1][O:2][C:3]1[C:4]([CH2:5][OH:6])=[CH:8][CH:9]=[CH:10][N:11]=1, predict the reactants needed to synthesize it. The reactants are: [CH3:1][O:2][C:3]1[N:11]=[CH:10][CH:9]=[CH:8][C:4]=1[C:5](O)=[O:6].CN1CCOCC1.[Cl:19]C(OCC(C)C)=O.[BH4-].[Na+]. (8) Given the product [I:12][C:3]1[C:4]2[CH:5]=[N:6][CH:7]=[CH:8][C:9]=2[NH:1][CH:2]=1, predict the reactants needed to synthesize it. The reactants are: [NH:1]1[C:9]2[CH:8]=[CH:7][N:6]=[CH:5][C:4]=2[CH:3]=[CH:2]1.[OH-].[K+].[I:12]I.[OH-].[NH4+]. (9) Given the product [Br:23][C:21]1[CH:20]=[CH:19][C:18]([O:24][CH2:25][C:26]2[CH:31]=[CH:30][C:29]([F:32])=[CH:28][C:27]=2[Cl:33])=[C:17]([C:12]2[N:11]([C:9]3[CH:8]=[N:7][CH:6]=[C:5]([CH:10]=3)[C:4]([OH:34])=[O:3])[C:15]([CH3:16])=[CH:14][CH:13]=2)[CH:22]=1, predict the reactants needed to synthesize it. The reactants are: C([O:3][C:4](=[O:34])[C:5]1[CH:10]=[C:9]([N:11]2[C:15]([CH3:16])=[CH:14][CH:13]=[C:12]2[C:17]2[CH:22]=[C:21]([Br:23])[CH:20]=[CH:19][C:18]=2[O:24][CH2:25][C:26]2[CH:31]=[CH:30][C:29]([F:32])=[CH:28][C:27]=2[Cl:33])[CH:8]=[N:7][CH:6]=1)C.[OH-].[Na+].CCO. (10) Given the product [C:20]1([C:26]2[CH:31]=[CH:30][CH:29]=[CH:28][CH:27]=2)[CH:25]=[CH:24][CH:23]=[C:22]([C:2]2[N:3]=[C:4]([C:9]3[N:10]([CH2:18][CH3:19])[C:11]4[CH:16]=[CH:15][N:14]=[CH:13][C:12]=4[N:17]=3)[C:5]([NH2:8])=[N:6][CH:7]=2)[CH:21]=1, predict the reactants needed to synthesize it. The reactants are: Br[C:2]1[N:3]=[C:4]([C:9]2[N:10]([CH2:18][CH3:19])[C:11]3[CH:16]=[CH:15][N:14]=[CH:13][C:12]=3[N:17]=2)[C:5]([NH2:8])=[N:6][CH:7]=1.[C:20]1([C:26]2[CH:27]=[C:28](B(O)O)[CH:29]=[CH:30][CH:31]=2)[CH:25]=[CH:24][CH:23]=[CH:22][CH:21]=1.C([O-])([O-])=O.[K+].[K+].